Dataset: Forward reaction prediction with 1.9M reactions from USPTO patents (1976-2016). Task: Predict the product of the given reaction. (1) Given the reactants Br[CH2:2][CH2:3][C:4]1[CH:9]=[CH:8][CH:7]=[CH:6][CH:5]=1.[CH:10]([C:12]1[CH:20]=[C:16]([C:17]([OH:19])=[O:18])[C:15]([OH:21])=[CH:14][CH:13]=1)=[O:11].C(=O)([O-])[O-].[Cs+].[Cs+], predict the reaction product. The product is: [C:4]1([CH2:3][CH2:2][O:21][C:15]2[CH:14]=[CH:13][C:12]([CH:10]=[O:11])=[CH:20][C:16]=2[C:17]([O:19][CH2:2][CH2:3][C:4]2[CH:9]=[CH:8][CH:7]=[CH:6][CH:5]=2)=[O:18])[CH:9]=[CH:8][CH:7]=[CH:6][CH:5]=1. (2) Given the reactants [CH3:1][O:2][C:3]([C:5]1[O:9][N:8]=[C:7]([O:10][CH2:11][CH:12]2[CH:19]3[CH:15]([O:16][C:17]([CH3:21])([CH3:20])[O:18]3)[CH:14]([N:22]3[CH:30]=[N:29][C:28]4[C:23]3=[N:24][CH:25]=[N:26][C:27]=4Cl)[O:13]2)[CH:6]=1)=[O:4].C(N(C(C)C)CC)(C)C.[CH3:41][NH:42][CH2:43][C:44]1[CH:49]=[CH:48][CH:47]=[CH:46][CH:45]=1, predict the reaction product. The product is: [CH3:1][O:2][C:3]([C:5]1[O:9][N:8]=[C:7]([O:10][CH2:11][CH:12]2[CH:19]3[CH:15]([O:16][C:17]([CH3:21])([CH3:20])[O:18]3)[CH:14]([N:22]3[CH:30]=[N:29][C:28]4[C:23]3=[N:24][CH:25]=[N:26][C:27]=4[N:42]([CH2:43][C:44]3[CH:49]=[CH:48][CH:47]=[CH:46][CH:45]=3)[CH3:41])[O:13]2)[CH:6]=1)=[O:4].